This data is from HIV replication inhibition screening data with 41,000+ compounds from the AIDS Antiviral Screen. The task is: Binary Classification. Given a drug SMILES string, predict its activity (active/inactive) in a high-throughput screening assay against a specified biological target. (1) The drug is NS(=O)(=O)c1nnc(NC(=O)CCC(=O)O)s1. The result is 0 (inactive). (2) The compound is COC1CCC(OS(C)(=O)=O)CO1. The result is 0 (inactive). (3) The compound is Nc1ccc(N=Nc2ccc(-c3ccc(N=Nc4c(S(=O)(=O)O)cc5cc(S(=O)(=O)O)c(N=Nc6ccccc6)c(O)c5c4N)cc3)cc2)c2ccc(S(=O)(=O)O)cc12. The result is 0 (inactive). (4) The result is 0 (inactive). The molecule is CN1C(=O)c2ccccc2OC12C=Cc1ccc(O)cc1O2. (5) The compound is C=CC(=O)NC(O)(C(=O)OCC)C(F)(F)F. The result is 0 (inactive). (6) The result is 0 (inactive). The drug is CC12C(C(=O)O)C(=O)C(C(=O)O)C1(C)C(C(=O)O)C(=O)C2C(=O)O. (7) The drug is O=C(NN1C(=O)CSC1c1ccco1)c1ccncc1. The result is 0 (inactive).